Dataset: Reaction yield outcomes from USPTO patents with 853,638 reactions. Task: Predict the reaction yield, written as a fraction of the theoretical maximum amount of product (1.0 means a 100% yield; for example, 0.34 means a 34% yield). (1) The reactants are [NH:1]([C:3]1[CH:11]=[CH:10][C:6]([C:7]([OH:9])=[O:8])=[CH:5][CH:4]=1)[NH2:2].[C:12]([CH2:14][C:15]([C:17]1[CH:26]=[CH:25][C:20]([C:21]([O:23][CH3:24])=[O:22])=[CH:19][CH:18]=1)=O)#[N:13]. The catalyst is CO. The product is [NH2:13][C:12]1[N:1]([C:3]2[CH:4]=[CH:5][C:6]([C:7]([OH:9])=[O:8])=[CH:10][CH:11]=2)[N:2]=[C:15]([C:17]2[CH:26]=[CH:25][C:20]([C:21]([O:23][CH3:24])=[O:22])=[CH:19][CH:18]=2)[CH:14]=1. The yield is 0.870. (2) The reactants are [O:1]=[C:2]1[NH:7][C:6]2[CH:8]=[C:9]([CH2:12][N:13]3[CH2:18][CH2:17][N:16]([C:19]4[CH:27]=[CH:26][C:22]([C:23](O)=[O:24])=[CH:21][N:20]=4)[CH2:15][CH2:14]3)[CH:10]=[N:11][C:5]=2[N:4]2[CH2:28][CH2:29][CH2:30][CH2:31][C@@H:3]12.C([N:34]([CH:38]([CH3:40])[CH3:39])C(C)C)C.C1(N)CC1. The catalyst is CN(C=O)C. The product is [CH:38]1([NH:34][C:23](=[O:24])[C:22]2[CH:26]=[CH:27][C:19]([N:16]3[CH2:15][CH2:14][N:13]([CH2:12][C:9]4[CH:10]=[N:11][C:5]5[N:4]6[CH2:28][CH2:29][CH2:30][CH2:31][C@H:3]6[C:2](=[O:1])[NH:7][C:6]=5[CH:8]=4)[CH2:18][CH2:17]3)=[N:20][CH:21]=2)[CH2:40][CH2:39]1. The yield is 0.500.